Dataset: Full USPTO retrosynthesis dataset with 1.9M reactions from patents (1976-2016). Task: Predict the reactants needed to synthesize the given product. (1) Given the product [CH2:13]([O:15][C:16](=[O:23])[C:17](=[CH:5][C:6]1[CH:11]=[CH:10][CH:9]=[CH:8][CH:7]=1)[C:18]([O:20][CH2:21][CH3:22])=[O:19])[CH3:14], predict the reactants needed to synthesize it. The reactants are: CC[O-].[Na+].[CH:5](=O)[C:6]1[CH:11]=[CH:10][CH:9]=[CH:8][CH:7]=1.[CH2:13]([O:15][C:16](=[O:23])[CH2:17][C:18]([O:20][CH2:21][CH3:22])=[O:19])[CH3:14].Cl. (2) Given the product [C:11]1([S:8]([C:5]2[CH:6]=[CH:7][C:2]([NH2:17])=[N:3][CH:4]=2)(=[O:10])=[O:9])[CH:16]=[CH:15][CH:14]=[CH:13][CH:12]=1, predict the reactants needed to synthesize it. The reactants are: Cl[C:2]1[CH:7]=[CH:6][C:5]([S:8]([C:11]2[CH:16]=[CH:15][CH:14]=[CH:13][CH:12]=2)(=[O:10])=[O:9])=[CH:4][N:3]=1.[NH3:17]. (3) Given the product [CH2:33]([C:30]1[CH:29]=[N:28][C:27]([N:6]2[CH2:5][CH2:4][C:3]([F:2])([C:9]3[S:10][CH:11]=[C:12]([CH2:14][O:15][C:16]4[CH:21]=[CH:20][C:19]([S:22]([CH3:25])(=[O:24])=[O:23])=[CH:18][CH:17]=4)[N:13]=3)[CH2:8][CH2:7]2)=[N:32][CH:31]=1)[CH3:34], predict the reactants needed to synthesize it. The reactants are: Cl.[F:2][C:3]1([C:9]2[S:10][CH:11]=[C:12]([CH2:14][O:15][C:16]3[CH:21]=[CH:20][C:19]([S:22]([CH3:25])(=[O:24])=[O:23])=[CH:18][CH:17]=3)[N:13]=2)[CH2:8][CH2:7][NH:6][CH2:5][CH2:4]1.Cl[C:27]1[N:32]=[CH:31][C:30]([CH2:33][CH3:34])=[CH:29][N:28]=1.CCN(C(C)C)C(C)C.